This data is from Reaction yield outcomes from USPTO patents with 853,638 reactions. The task is: Predict the reaction yield, written as a fraction of the theoretical maximum amount of product (1.0 means a 100% yield; for example, 0.34 means a 34% yield). (1) The reactants are [O:1]=[C:2]1[C@H:11]2[CH2:12][N:13]([C:15]([O:17][C:18]([CH3:21])([CH3:20])[CH3:19])=[O:16])[CH2:14][C@@H:10]2[C:9]2[CH:8]=[CH:7][CH:6]=[C:5]([C:22]([F:25])([F:24])[F:23])[C:4]=2[NH:3]1.Cl. The catalyst is CCOCC. The product is [O:1]=[C:2]1[C@@H:11]2[CH2:12][N:13]([C:15]([O:17][C:18]([CH3:19])([CH3:20])[CH3:21])=[O:16])[CH2:14][C@H:10]2[C:9]2[CH:8]=[CH:7][CH:6]=[C:5]([C:22]([F:25])([F:23])[F:24])[C:4]=2[NH:3]1. The yield is 0.750. (2) The reactants are [C:1]1(B(O)O)[C:10]2[C:5](=[CH:6][CH:7]=[CH:8][CH:9]=2)[CH:4]=[CH:3][CH:2]=1.[C:14]1([C:26]2[C:27](=[O:42])[NH:28][C:29](=[O:41])[C:30]=2[C:31]2[C:39]3[C:34](=[CH:35][CH:36]=[C:37](Br)[CH:38]=3)[NH:33][CH:32]=2)[C:24]2=[C:25]3[C:20](=[CH:21][CH:22]=[CH:23]2)[CH2:19][CH2:18][CH2:17][N:16]3[CH:15]=1.O. The catalyst is C1(C)C=CC=CC=1.C(O)C.C([O-])(O)=O.[Na+]. The product is [C:14]1([C:26]2[C:27](=[O:42])[NH:28][C:29](=[O:41])[C:30]=2[C:31]2[C:39]3[C:34](=[CH:35][CH:36]=[C:37]([C:1]4[C:10]5[C:5](=[CH:6][CH:7]=[CH:8][CH:9]=5)[CH:4]=[CH:3][CH:2]=4)[CH:38]=3)[NH:33][CH:32]=2)[C:24]2=[C:25]3[C:20](=[CH:21][CH:22]=[CH:23]2)[CH2:19][CH2:18][CH2:17][N:16]3[CH:15]=1. The yield is 0.710. (3) The reactants are C([N:8]1[CH2:13][C:12]([C:14]2[C:23]3[C:18](=[CH:19][CH:20]=[CH:21][CH:22]=3)[CH:17]=[CH:16][CH:15]=2)=[C:11]([C:24]#[N:25])[CH2:10][CH2:9]1)C1C=CC=CC=1.[Cl:26]C(OC(Cl)=O)C. The catalyst is ClC(Cl)C. The product is [ClH:26].[C:14]1([C:12]2[CH2:13][NH:8][CH2:9][CH2:10][C:11]=2[C:24]#[N:25])[C:23]2[C:18](=[CH:19][CH:20]=[CH:21][CH:22]=2)[CH:17]=[CH:16][CH:15]=1. The yield is 0.890. (4) The reactants are [Br:1][C:2]1[CH:3]=[C:4]([CH2:8][CH2:9][CH2:10][CH2:11][CH2:12]O)[CH:5]=[CH:6][CH:7]=1.C(N(S(F)(F)[F:20])CC)C.O. The catalyst is C(Cl)Cl. The product is [Br:1][C:2]1[CH:7]=[CH:6][CH:5]=[C:4]([CH2:8][CH2:9][CH2:10][CH2:11][CH2:12][F:20])[CH:3]=1. The yield is 0.630. (5) The reactants are [Br:1][C:2]1[C:7]2[O:8][CH2:9][C:10](=[O:12])[NH:11][C:6]=2[N:5]=[CH:4][CH:3]=1.[C:13](=O)([O-])[O-].[K+].[K+].CI. The catalyst is CN(C=O)C. The product is [Br:1][C:2]1[C:7]2[O:8][CH2:9][C:10](=[O:12])[N:11]([CH3:13])[C:6]=2[N:5]=[CH:4][CH:3]=1. The yield is 0.890. (6) The reactants are C1([SiH3])C=CC=CC=1.[C:8]([C:11]1[CH:16]=[CH:15][C:14](/[C:17](/[CH3:22])=[CH:18]/[N+:19]([O-:21])=[O:20])=[CH:13][CH:12]=1)(=[O:10])[CH3:9].[F-].C([N+](CCCC)(CCCC)CCCC)CCC. The catalyst is CC(C)([O-])C.[Cu+].C1(C)C=CC=CC=1.C[C@H](P(C1CCCCC1)C1CCCCC1)[C]1[C](P(C2C=CC=CC=2)C2C=CC=CC=2)[CH][CH][CH]1.[CH]1[CH][CH][CH][CH]1.[Fe].O.O1CCCC1. The product is [C:8]([C:11]1[CH:16]=[CH:15][C:14]([CH:17]([CH3:22])[CH2:18][N+:19]([O-:21])=[O:20])=[CH:13][CH:12]=1)(=[O:10])[CH3:9]. The yield is 0.860.